From a dataset of Reaction yield outcomes from USPTO patents with 853,638 reactions. Predict the reaction yield, written as a fraction of the theoretical maximum amount of product (1.0 means a 100% yield; for example, 0.34 means a 34% yield). The reactants are [CH:1]1([NH:6][C:7]2[N:12]3[N:13]=[C:14]([C:16]4[CH:21]=[CH:20][CH:19]=[CH:18][CH:17]=4)[CH:15]=[C:11]3[N:10]=[CH:9][N:8]=2)[CH2:5][CH2:4][CH2:3][CH2:2]1.[I:22]N1C(=O)CCC1=O. The catalyst is ClCCl. The yield is 0.850. The product is [CH:1]1([NH:6][C:7]2[N:12]3[N:13]=[C:14]([C:16]4[CH:21]=[CH:20][CH:19]=[CH:18][CH:17]=4)[C:15]([I:22])=[C:11]3[N:10]=[CH:9][N:8]=2)[CH2:5][CH2:4][CH2:3][CH2:2]1.